Predict the product of the given reaction. From a dataset of Forward reaction prediction with 1.9M reactions from USPTO patents (1976-2016). (1) Given the reactants [Li+].[OH-].C[O:4][C:5](=[O:15])[C:6]1[CH:11]=[C:10]([CH2:12][CH3:13])[CH:9]=[N:8][C:7]=1[Cl:14].ClCCl.Cl, predict the reaction product. The product is: [Cl:14][C:7]1[N:8]=[CH:9][C:10]([CH2:12][CH3:13])=[CH:11][C:6]=1[C:5]([OH:15])=[O:4]. (2) Given the reactants [Si:1]([O:8][CH2:9][CH2:10][CH2:11][N:12]([CH2:25][CH2:26][N:27]1[CH2:32][CH2:31][S:30](=[O:34])(=[O:33])[CH2:29][CH2:28]1)S(C1C=CC=CC=1[N+]([O-])=O)(=O)=O)([C:4]([CH3:7])([CH3:6])[CH3:5])([CH3:3])[CH3:2].C1(S)C=CC=CC=1.C(=O)([O-])[O-].[K+].[K+], predict the reaction product. The product is: [Si:1]([O:8][CH2:9][CH2:10][CH2:11][NH:12][CH2:25][CH2:26][N:27]1[CH2:28][CH2:29][S:30](=[O:34])(=[O:33])[CH2:31][CH2:32]1)([C:4]([CH3:7])([CH3:5])[CH3:6])([CH3:3])[CH3:2]. (3) Given the reactants Cl[C:2]1[N:7]=[CH:6][C:5]([S:8]([NH2:11])(=[O:10])=[O:9])=[CH:4][CH:3]=1.[CH3:12][O:13][CH2:14][CH2:15][CH2:16][NH2:17], predict the reaction product. The product is: [CH3:12][O:13][CH2:14][CH2:15][CH2:16][NH:17][C:2]1[N:7]=[CH:6][C:5]([S:8]([NH2:11])(=[O:10])=[O:9])=[CH:4][CH:3]=1. (4) Given the reactants [O:1]1[CH2:3][C@H:2]1[CH2:4][O:5][C:6]1[C:18]2[C:17]3[C:12](=[CH:13][CH:14]=[CH:15][CH:16]=3)[NH:11][C:10]=2[CH:9]=[CH:8][CH:7]=1.[CH:19]1[C:28]2[C:23](=[CH:24][CH:25]=[CH:26][CH:27]=2)[CH:22]=[CH:21][C:20]=1[N:29]1[CH2:36][C@H:35]2[NH:37][CH2:38][C@@H:30]1[CH2:31][CH:32]=[CH:33][CH2:34]2.CCN(C(C)C)C(C)C, predict the reaction product. The product is: [CH:9]1[C:10]2[NH:11][C:12]3[C:17](=[CH:16][CH:15]=[CH:14][CH:13]=3)[C:18]=2[C:6]([O:5][CH2:4][CH:2]([OH:1])[CH2:3][N:37]2[CH2:38][CH:30]3[N:29]([C:20]4[CH:21]=[CH:22][C:23]5[C:28](=[CH:27][CH:26]=[CH:25][CH:24]=5)[CH:19]=4)[CH2:36][CH:35]2[CH2:34][CH:33]=[CH:32][CH2:31]3)=[CH:7][CH:8]=1. (5) Given the reactants Br[C:2]1[CH:3]=[N:4][CH:5]=[C:6]([O:8][CH2:9][C@@H:10]2[CH2:14][CH2:13][CH2:12][N:11]2[C:15]([O:17][C:18]([CH3:21])([CH3:20])[CH3:19])=[O:16])[CH:7]=1.[CH2:22]1[C:30]2[C:25](=[CH:26][CH:27]=[CH:28][CH:29]=2)[CH2:24][NH:23]1.CC(C)([O-])C.[Na+], predict the reaction product. The product is: [C:18]([O:17][C:15]([N:11]1[CH2:12][CH2:13][CH2:14][C@H:10]1[CH2:9][O:8][C:6]1[CH:5]=[N:4][CH:3]=[C:2]([N:23]2[CH2:24][C:25]3[C:30](=[CH:29][CH:28]=[CH:27][CH:26]=3)[CH2:22]2)[CH:7]=1)=[O:16])([CH3:21])([CH3:20])[CH3:19]. (6) Given the reactants [CH2:1]([C:4]1[C:9]2[O:10][C@@H:11]([CH2:14][OH:15])[CH2:12][O:13][C:8]=2[CH:7]=[CH:6][C:5]=1[O:16][CH2:17][C:18]1[CH:23]=[CH:22][CH:21]=[CH:20][CH:19]=1)[CH:2]=[CH2:3].C(N(CC)C(C)C)(C)C.[C:33]1([CH3:43])[CH:38]=[CH:37][C:36]([S:39](Cl)(=[O:41])=[O:40])=[CH:35][CH:34]=1, predict the reaction product. The product is: [CH3:43][C:33]1[CH:38]=[CH:37][C:36]([S:39]([O:15][CH2:14][CH:11]2[O:10][C:9]3[C:4]([CH2:1][CH:2]=[CH2:3])=[C:5]([O:16][CH2:17][C:18]4[CH:23]=[CH:22][CH:21]=[CH:20][CH:19]=4)[CH:6]=[CH:7][C:8]=3[O:13][CH2:12]2)(=[O:41])=[O:40])=[CH:35][CH:34]=1. (7) Given the reactants [NH2:1][C:2]1[C:7]([C:8]([C:10]2[C:15]([F:16])=[CH:14][CH:13]=[CH:12][C:11]=2[F:17])=[O:9])=[CH:6][CH:5]=[C:4](Cl)[N:3]=1.[CH3:19][S:20]([N:23]1[CH2:28][CH2:27][CH:26]([NH2:29])[CH2:25][CH2:24]1)(=[O:22])=[O:21], predict the reaction product. The product is: [NH2:1][C:2]1[C:7]([C:8]([C:10]2[C:15]([F:16])=[CH:14][CH:13]=[CH:12][C:11]=2[F:17])=[O:9])=[CH:6][CH:5]=[C:4]([NH:29][CH:26]2[CH2:27][CH2:28][N:23]([S:20]([CH3:19])(=[O:22])=[O:21])[CH2:24][CH2:25]2)[N:3]=1.